From a dataset of Forward reaction prediction with 1.9M reactions from USPTO patents (1976-2016). Predict the product of the given reaction. (1) Given the reactants [CH3:1][CH2:2][CH2:3][CH2:4][CH3:5].[CH:6](O)([CH3:8])[CH3:7].[CH2:10](O)[CH3:11].[CH3:13]S(C)=O.[CH3:17][CH2:18][CH2:19][CH2:20]CC, predict the reaction product. The product is: [CH3:7][CH:6]1[CH:8]2[CH2:17][CH2:18][CH:19]([CH3:20])[C:5]2=[CH:4][CH:3]([C:10]([CH3:11])=[CH2:13])[CH2:2][CH2:1]1. (2) Given the reactants [CH3:1][O:2][C:3]1[CH:12]=[C:11]2[C:6]([CH2:7][CH2:8][CH:9]([NH:13][CH2:14][CH2:15][CH3:16])[CH2:10]2)=[CH:5][CH:4]=1.CCN(CC)CC.[Cl:24][CH2:25][C:26](Cl)=[O:27].[OH-].[Na+], predict the reaction product. The product is: [Cl:24][CH2:25][C:26]([N:13]([CH:9]1[CH2:8][CH2:7][C:6]2[C:11](=[CH:12][C:3]([O:2][CH3:1])=[CH:4][CH:5]=2)[CH2:10]1)[CH2:14][CH2:15][CH3:16])=[O:27]. (3) The product is: [C:1]([O:5][C:6]([N:8]1[C@@H:13]([C@@H:14]([OH:26])[C@@H:15]([NH2:23])[CH2:16][C:17]2[CH:22]=[CH:21][CH:20]=[CH:19][CH:18]=2)[CH2:12][O:11][C@@H:10]([CH2:27][CH2:28][CH:29]2[CH2:34][CH2:33][CH2:32][CH2:31][CH2:30]2)[CH2:9]1)=[O:7])([CH3:4])([CH3:2])[CH3:3]. Given the reactants [C:1]([O:5][C:6]([N:8]1[C@@H:13]([C@@H:14]([OH:26])[C@@H:15]([N+:23]([O-])=O)[CH2:16][C:17]2[CH:22]=[CH:21][CH:20]=[CH:19][CH:18]=2)[CH2:12][O:11][C@@H:10]([CH2:27][CH2:28][CH:29]2[CH2:34][CH2:33][CH2:32][CH2:31][CH2:30]2)[CH2:9]1)=[O:7])([CH3:4])([CH3:3])[CH3:2].[BH4-].[Na+], predict the reaction product. (4) The product is: [Br:1][C:2]1[C:3]([CH3:9])=[CH:4][C:5]([S:11]([N:19]2[CH2:20][CH2:21][N:16]([CH3:15])[CH2:17][CH2:18]2)(=[O:14])=[O:12])=[C:6]([F:8])[CH:7]=1. Given the reactants [Br:1][C:2]1[CH:7]=[C:6]([F:8])[CH:5]=[CH:4][C:3]=1[CH3:9].Cl[S:11]([OH:14])(=O)=[O:12].[CH3:15][N:16]1[CH2:21][CH2:20][NH:19][CH2:18][CH2:17]1.C(=O)([O-])O.[Na+].C([O-])(=O)C.CO, predict the reaction product.